From a dataset of Forward reaction prediction with 1.9M reactions from USPTO patents (1976-2016). Predict the product of the given reaction. (1) Given the reactants C([N:8]([CH3:40])[CH:9]1[CH2:14][CH2:13][CH:12]([N:15]([CH2:28][C:29]2[CH:30]=[C:31](B(O)O)[CH:32]=[CH:33][C:34]=2[O:35][CH3:36])[C:16]([C:18]2[S:22][C:21]3[CH:23]=[CH:24][CH:25]=[CH:26][C:20]=3[C:19]=2[Cl:27])=[O:17])[CH2:11][CH2:10]1)(OC(C)(C)C)=O.Br[C:42]1[CH:43]=[N:44][C:45]([NH:48][CH3:49])=[N:46][CH:47]=1, predict the reaction product. The product is: [ClH:27].[ClH:27].[CH3:36][O:35][C:34]1[CH:33]=[CH:32][C:31]([C:42]2[CH:43]=[N:44][C:45]([NH:48][CH3:49])=[N:46][CH:47]=2)=[CH:30][C:29]=1[CH2:28][N:15]([CH:12]1[CH2:13][CH2:14][CH:9]([NH:8][CH3:40])[CH2:10][CH2:11]1)[C:16]([C:18]1[S:22][C:21]2[CH:23]=[CH:24][CH:25]=[CH:26][C:20]=2[C:19]=1[Cl:27])=[O:17]. (2) Given the reactants CC(OC(/N=N/C(OC(C)C)=O)=O)C.C1(P(C2C=CC=CC=2)C2C=CC=CC=2)C=CC=CC=1.[O:34]1[CH2:39][CH2:38][CH2:37][CH:36]([OH:40])[CH2:35]1.[F:41][C:42]1[CH:47]=[C:46](O)[CH:45]=[C:44]([F:49])[C:43]=1[C:50]1[N:55]=[C:54]([C:56]([O:58][CH3:59])=[O:57])[CH:53]=[CH:52][C:51]=1[F:60], predict the reaction product. The product is: [F:41][C:42]1[CH:47]=[C:46]([O:40][CH:36]2[CH2:37][CH2:38][CH2:39][O:34][CH2:35]2)[CH:45]=[C:44]([F:49])[C:43]=1[C:50]1[N:55]=[C:54]([C:56]([O:58][CH3:59])=[O:57])[CH:53]=[CH:52][C:51]=1[F:60]. (3) Given the reactants [N:1]1[C:10]2[C:5](=[CH:6][C:7]([C:11]([O:13][CH3:14])=[O:12])=[CH:8][CH:9]=2)[CH:4]=[CH:3][CH:2]=1.ClC1C=C(C=CC=1)C(OO)=[O:20], predict the reaction product. The product is: [CH3:14][O:13][C:11]([C:7]1[CH:6]=[C:5]2[C:10](=[CH:9][CH:8]=1)[N+:1]([O-:20])=[CH:2][CH:3]=[CH:4]2)=[O:12]. (4) Given the reactants [C:1]([C:5]1[CH:6]=[C:7]([NH:23][S:24]([CH3:27])(=[O:26])=[O:25])[C:8]([O:21][CH3:22])=[C:9]([NH:11][C:12](=[O:20])OC2C=CC=CC=2)[CH:10]=1)([CH3:4])([CH3:3])[CH3:2].[NH2:28][C:29]1[C:38]2[C:33](=[CH:34][CH:35]=[CH:36][CH:37]=2)[C:32]([O:39][C:40]2[CH:45]=[CH:44][N:43]=[C:42]([NH:46][C:47]3[CH:52]=[C:51]([O:53][CH3:54])[CH:50]=[C:49]([S:55]([CH:58]4[CH2:60][CH2:59]4)(=[O:57])=[O:56])[CH:48]=3)[N:41]=2)=[CH:31][CH:30]=1, predict the reaction product. The product is: [C:1]([C:5]1[CH:10]=[C:9]([NH:11][C:12]([NH:28][C:29]2[C:38]3[C:33](=[CH:34][CH:35]=[CH:36][CH:37]=3)[C:32]([O:39][C:40]3[CH:45]=[CH:44][N:43]=[C:42]([NH:46][C:47]4[CH:52]=[C:51]([O:53][CH3:54])[CH:50]=[C:49]([S:55]([CH:58]5[CH2:59][CH2:60]5)(=[O:56])=[O:57])[CH:48]=4)[N:41]=3)=[CH:31][CH:30]=2)=[O:20])[C:8]([O:21][CH3:22])=[C:7]([NH:23][S:24]([CH3:27])(=[O:26])=[O:25])[CH:6]=1)([CH3:2])([CH3:3])[CH3:4]. (5) Given the reactants [CH2:1]([O:8][CH2:9][C:10]1([CH2:23][OH:24])[CH2:15][CH2:14][N:13]([C:16]([O:18][C:19]([CH3:22])([CH3:21])[CH3:20])=[O:17])[CH2:12][CH2:11]1)[C:2]1[CH:7]=[CH:6][CH:5]=[CH:4][CH:3]=1.[C:25]1(O)[CH:30]=[CH:29][CH:28]=[CH:27][CH:26]=1.C1(P(C2C=CC=CC=2)C2C=CC=CC=2)C=CC=CC=1.N(C(OC(C)C)=O)=NC(OC(C)C)=O, predict the reaction product. The product is: [CH2:1]([O:8][CH2:9][C:10]1([CH2:23][O:24][C:25]2[CH:30]=[CH:29][CH:28]=[CH:27][CH:26]=2)[CH2:11][CH2:12][N:13]([C:16]([O:18][C:19]([CH3:20])([CH3:21])[CH3:22])=[O:17])[CH2:14][CH2:15]1)[C:2]1[CH:7]=[CH:6][CH:5]=[CH:4][CH:3]=1. (6) Given the reactants [SH:1][C:2]1[CH:3]=[C:4]([B:8]([OH:10])[OH:9])[CH:5]=[CH:6][CH:7]=1.Br[CH2:12][C:13]1[CH:18]=[CH:17][C:16]([CH2:19][C:20]([OH:22])=[O:21])=[CH:15][CH:14]=1, predict the reaction product. The product is: [C:20]([CH2:19][C:16]1[CH:17]=[CH:18][C:13]([CH2:12][S:1][C:2]2[CH:3]=[C:4]([B:8]([OH:10])[OH:9])[CH:5]=[CH:6][CH:7]=2)=[CH:14][CH:15]=1)([OH:22])=[O:21].